From a dataset of Reaction yield outcomes from USPTO patents with 853,638 reactions. Predict the reaction yield, written as a fraction of the theoretical maximum amount of product (1.0 means a 100% yield; for example, 0.34 means a 34% yield). (1) The reactants are [CH:1]([C:4]1[CH:9]=[CH:8][C:7]([CH:10]2[C:14]3[C:15]([CH3:31])=[C:16]([O:21][CH2:22][CH:23]=[CH:24][C:25]4[CH:30]=[CH:29][CH:28]=[CH:27][CH:26]=4)[C:17]([CH3:20])=[C:18]([CH3:19])[C:13]=3[O:12][C:11]2([CH3:33])[CH3:32])=[CH:6][CH:5]=1)([CH3:3])[CH3:2]. The catalyst is C(O)C.[C].[Pd]. The product is [CH:1]([C:4]1[CH:5]=[CH:6][C:7]([CH:10]2[C:14]3[C:15]([CH3:31])=[C:16]([O:21][CH2:22][CH2:23][CH2:24][C:25]4[CH:26]=[CH:27][CH:28]=[CH:29][CH:30]=4)[C:17]([CH3:20])=[C:18]([CH3:19])[C:13]=3[O:12][C:11]2([CH3:33])[CH3:32])=[CH:8][CH:9]=1)([CH3:2])[CH3:3]. The yield is 0.760. (2) The reactants are [OH:1][C:2]1[CH:9]=[CH:8][C:7]([F:10])=[CH:6][C:3]=1[CH:4]=[O:5].C([O-])([O-])=O.[K+].[K+].[CH2:17]([O:19][CH:20]([O:23][CH2:24][CH3:25])[CH2:21]Br)[CH3:18]. The catalyst is CN(C=O)C. The product is [CH2:17]([O:19][CH:20]([O:23][CH2:24][CH3:25])[CH2:21][O:1][C:2]1[CH:9]=[CH:8][C:7]([F:10])=[CH:6][C:3]=1[CH:4]=[O:5])[CH3:18]. The yield is 0.330. (3) The reactants are C(O[B:5]1[O:9][C:8]([CH3:11])([CH3:10])[C:7]([CH3:13])([CH3:12])[O:6]1)(C)C.C([Li])CCC.[F:19][C:20]1[CH:21]=[C:22]([C:27]2([O:31][CH3:32])[CH2:30][O:29][CH2:28]2)[CH:23]=[C:24]([F:26])[CH:25]=1. No catalyst specified. The product is [F:19][C:20]1[CH:21]=[C:22]([C:27]2([O:31][CH3:32])[CH2:28][O:29][CH2:30]2)[CH:23]=[C:24]([F:26])[C:25]=1[B:5]1[O:6][C:7]([CH3:12])([CH3:13])[C:8]([CH3:10])([CH3:11])[O:9]1. The yield is 1.00. (4) The reactants are [CH3:1][O:2][C:3]1[CH:4]=[C:5]([NH2:15])[CH:6]=[CH:7][C:8]=1[N:9]1[CH:13]=[C:12]([CH3:14])[N:11]=[CH:10]1.Cl[C:17]1[CH:22]=[C:21]([CH3:23])[N:20]=[C:19]([N:24]2[CH2:28][CH2:27][CH2:26][CH2:25]2)[N:18]=1. No catalyst specified. The product is [CH3:1][O:2][C:3]1[CH:4]=[C:5]([NH:15][C:17]2[CH:22]=[C:21]([CH3:23])[N:20]=[C:19]([N:24]3[CH2:28][CH2:27][CH2:26][CH2:25]3)[N:18]=2)[CH:6]=[CH:7][C:8]=1[N:9]1[CH:13]=[C:12]([CH3:14])[N:11]=[CH:10]1. The yield is 0.580. (5) The reactants are [NH2:1][C:2]1[C:11]2[C:6](=[C:7](Br)[CH:8]=[CH:9][CH:10]=2)[N:5]=[N:4][C:3]=1[C:13]([NH:15][CH:16]1[CH2:18][CH2:17]1)=[O:14].[CH3:19][C:20]1[CH:25]=[CH:24][N:23]=[CH:22][C:21]=1B(O)O. No catalyst specified. The product is [NH2:1][C:2]1[C:11]2[C:6](=[C:7]([C:21]3[CH:22]=[N:23][CH:24]=[CH:25][C:20]=3[CH3:19])[CH:8]=[CH:9][CH:10]=2)[N:5]=[N:4][C:3]=1[C:13]([NH:15][CH:16]1[CH2:18][CH2:17]1)=[O:14]. The yield is 0.640. (6) The reactants are [F:1][C:2]1[C:3]([OH:25])=[CH:4][CH:5]=[C:6]2[C:10]=1[C:9](=[O:11])[N:8]([CH2:12][C@H:13]1[CH2:18][CH2:17][C@H:16]([C:19](N(OC)C)=[O:20])[CH2:15][CH2:14]1)[CH2:7]2.[CH3:26][Mg]Br.C(OCC)C. The catalyst is C1COCC1. The product is [C:19]([C@H:16]1[CH2:15][CH2:14][C@H:13]([CH2:12][N:8]2[CH2:7][C:6]3[C:10](=[C:2]([F:1])[C:3]([OH:25])=[CH:4][CH:5]=3)[C:9]2=[O:11])[CH2:18][CH2:17]1)(=[O:20])[CH3:26]. The yield is 0.730.